From a dataset of Forward reaction prediction with 1.9M reactions from USPTO patents (1976-2016). Predict the product of the given reaction. (1) The product is: [CH2:1]([C:8]1[CH:13]=[CH:12][N+:11]([O-:16])=[CH:10][CH:9]=1)[C:2]1[CH:3]=[CH:4][CH:5]=[CH:6][CH:7]=1. Given the reactants [CH2:1]([C:8]1[CH:13]=[CH:12][N:11]=[CH:10][CH:9]=1)[C:2]1[CH:7]=[CH:6][CH:5]=[CH:4][CH:3]=1.C(O)(=[O:16])C.OO, predict the reaction product. (2) Given the reactants [C:1]([O:5][C:6](=[O:21])[N:7]([CH2:9][CH2:10][O:11][C:12]1[CH:20]=[CH:19][CH:18]=[C:17]2[C:13]=1[CH:14]=[CH:15][NH:16]2)[CH3:8])([CH3:4])([CH3:3])[CH3:2].[OH-].[Na+].CCO.[F:27][C:28]1[CH:29]=[C:30]([CH:33]=[CH:34][CH:35]=1)[CH2:31]Br, predict the reaction product. The product is: [C:1]([O:5][C:6](=[O:21])[N:7]([CH2:9][CH2:10][O:11][C:12]1[CH:20]=[CH:19][CH:18]=[C:17]2[C:13]=1[CH:14]=[CH:15][N:16]2[CH2:31][C:30]1[CH:33]=[CH:34][CH:35]=[C:28]([F:27])[CH:29]=1)[CH3:8])([CH3:4])([CH3:2])[CH3:3]. (3) Given the reactants [Cl:1][CH2:2][C:3]([N:5]1[C@@H:12]([C:13]#[CH:14])[CH2:11][CH2:10][C@H:6]1[C:7](O)=[O:8])=[O:4].C[N:16]1CCOCC1.C(OC(Cl)=O)C(C)C.N.O1CCOCC1, predict the reaction product. The product is: [Cl:1][CH2:2][C:3]([N:5]1[C@@H:12]([C:13]#[CH:14])[CH2:11][CH2:10][C@H:6]1[C:7]([NH2:16])=[O:8])=[O:4].